Dataset: Full USPTO retrosynthesis dataset with 1.9M reactions from patents (1976-2016). Task: Predict the reactants needed to synthesize the given product. (1) Given the product [NH:47]([C:48]([O:50][C:51]([CH3:52])([CH3:53])[CH3:54])=[O:49])[C@@H:46]([C:45]([NH:1][C@H:2]([C:15]([NH:17][C@H:18]([C:26]([O:28][CH2:29][CH3:30])=[O:27])[CH2:19][CH2:20][CH2:21][NH:22][C:23](=[NH:24])[NH2:25])=[O:16])[CH2:3][C:4]1[C:12]2[C:7](=[CH:8][CH:9]=[CH:10][CH:11]=2)[N:6]([CH:13]=[O:14])[CH:5]=1)=[O:104])[CH2:68][CH:87]1[CH2:88][CH2:89][CH2:90][CH2:91][CH2:92]1, predict the reactants needed to synthesize it. The reactants are: [NH2:1][C@H:2]([C:15]([NH:17][C@H:18]([C:26]([O:28][CH2:29][CH3:30])=[O:27])[CH2:19][CH2:20][CH2:21][NH:22][C:23](=[NH:25])[NH2:24])=[O:16])[CH2:3][C:4]1[C:12]2[C:7](=[CH:8][CH:9]=[CH:10][CH:11]=2)[N:6]([CH:13]=[O:14])[CH:5]=1.N(C(C)=O)[C@H](C(N[C@H](C(N1CCC[C@H]1C(O)=O)=O)C[CH2:45][CH2:46][NH:47][C:48]([O:50][C:51]([CH3:54])([CH3:53])[CH3:52])=[O:49])=O)CC1C=CC=CC=1.[CH3:68]CN(C(C)C)C(C)C.F[P-](F)(F)(F)(F)F.N1(O[P+](N(C)C)(N(C)C)N(C)C)[C:88]2[CH:89]=[CH:90][CH:91]=[CH:92][C:87]=2N=N1.[OH-:104].[Na+]. (2) Given the product [Cl:1][C:2]1[CH:3]=[C:4]([C:12]2([C:27]([F:30])([F:28])[F:29])[O:16][N:15]=[C:14]([C:17]3[CH:25]=[CH:24][C:20]([C:21]([N:65]4[CH2:69][C:68](=[O:70])[NH:67][CH2:66]4)=[O:23])=[C:19]([CH3:26])[CH:18]=3)[CH2:13]2)[CH:5]=[C:6]([C:8]([F:11])([F:9])[F:10])[CH:7]=1, predict the reactants needed to synthesize it. The reactants are: [Cl:1][C:2]1[CH:3]=[C:4]([C:12]2([C:27]([F:30])([F:29])[F:28])[O:16][N:15]=[C:14]([C:17]3[CH:25]=[CH:24][C:20]([C:21]([OH:23])=O)=[C:19]([CH3:26])[CH:18]=3)[CH2:13]2)[CH:5]=[C:6]([C:8]([F:11])([F:10])[F:9])[CH:7]=1.CN(C(ON1N=NC2C=CC=NC1=2)=[N+](C)C)C.F[P-](F)(F)(F)(F)F.CCN(C(C)C)C(C)C.Cl.[NH:65]1[CH2:69][C:68](=[O:70])[NH:67][CH2:66]1.